This data is from Catalyst prediction with 721,799 reactions and 888 catalyst types from USPTO. The task is: Predict which catalyst facilitates the given reaction. Reactant: [Br:1][C:2]1[CH:3]=[C:4]([NH2:8])[CH:5]=[N:6][CH:7]=1.[Cl:9][C:10]1[CH:17]=[CH:16][C:13]([CH:14]=O)=[CH:12][C:11]=1[F:18].C(O[BH-](OC(=O)C)OC(=O)C)(=O)C.[Na+]. Product: [Br:1][C:2]1[CH:3]=[C:4]([NH:8][CH2:14][C:13]2[CH:16]=[CH:17][C:10]([Cl:9])=[C:11]([F:18])[CH:12]=2)[CH:5]=[N:6][CH:7]=1. The catalyst class is: 2.